This data is from Full USPTO retrosynthesis dataset with 1.9M reactions from patents (1976-2016). The task is: Predict the reactants needed to synthesize the given product. (1) Given the product [F:18][C:19]1([F:24])[CH2:21][CH:20]1[CH:22]=[CH:3][C:1]#[N:2], predict the reactants needed to synthesize it. The reactants are: [C:1]([CH2:3]P(=O)(OCC)OCC)#[N:2].CC(C)([O-])C.[K+].[F:18][C:19]1([F:24])[CH2:21][CH:20]1[CH:22]=O. (2) Given the product [C:3]([CH:2]([C:1]#[N:5])[C:9]([CH3:14])([C:15]1[CH:20]=[CH:19][CH:18]=[CH:17][N:16]=1)[C:10]([O:12][CH3:13])=[O:11])#[N:4], predict the reactants needed to synthesize it. The reactants are: [C:1](#[N:5])[CH2:2][C:3]#[N:4].[H-].[Na+].Br[C:9]([C:15]1[CH:20]=[CH:19][CH:18]=[CH:17][N:16]=1)([CH3:14])[C:10]([O:12][CH3:13])=[O:11].C(=O)=O.CO.CC#N. (3) Given the product [Cl:39][C:35]1[CH:36]=[C:37]([CH3:38])[C:28]([C:9]2[C:10]3[NH:14][C:13](=[O:15])[NH:12][C:11]=3[CH:16]=[C:7]([C:6]3[C:2]([CH3:1])=[N:3][O:4][C:5]=3[CH3:26])[CH:8]=2)=[C:29]2[C:34]=1[N:33]=[CH:32][CH:31]=[CH:30]2, predict the reactants needed to synthesize it. The reactants are: [CH3:1][C:2]1[C:6]([C:7]2[CH:8]=[C:9](B3OC(C)(C)C(C)(C)O3)[C:10]3[NH:14][C:13](=[O:15])[NH:12][C:11]=3[CH:16]=2)=[C:5]([CH3:26])[O:4][N:3]=1.Br[C:28]1[C:37]([CH3:38])=[CH:36][C:35]([Cl:39])=[C:34]2[C:29]=1[CH:30]=[CH:31][CH:32]=[N:33]2.N1(C2CCCCCCCCCC2)CCCN=CCCCCC1. (4) Given the product [F:13][C:14]1[C:15]([C:20]2[O:22][N:41]=[C:39]([C:26]3[N:27]=[C:28]([N:30]([CH3:38])[C:31]4[CH:36]=[CH:35][CH:34]=[CH:33][CH:32]=4)[N:29]=[C:24]([NH2:23])[N:25]=3)[N:40]=2)=[N:16][CH:17]=[CH:18][CH:19]=1, predict the reactants needed to synthesize it. The reactants are: Cl.CN(C)CCCN=C=NCC.[F:13][C:14]1[C:15]([C:20]([OH:22])=O)=[N:16][CH:17]=[CH:18][CH:19]=1.[NH2:23][C:24]1[N:29]=[C:28]([N:30]([CH3:38])[C:31]2[CH:36]=[CH:35][CH:34]=[C:33](C)[CH:32]=2)[N:27]=[C:26]([C:39]([NH:41]O)=[NH:40])[N:25]=1. (5) Given the product [CH3:1][O:2][CH2:3][CH2:4][O:5][C:6]1[CH:11]=[CH:10][C:9]([CH2:12][CH2:13][C:14]([NH:16][S:17]([CH2:20][CH2:21][CH2:22][CH2:23][CH3:24])(=[O:18])=[O:19])=[O:15])=[C:8]([O:25][CH2:26][C:27]2[N:28]=[C:29]([C:33]3[CH:34]=[CH:35][CH:36]=[CH:37][CH:38]=3)[O:30][C:31]=2[CH3:32])[CH:7]=1, predict the reactants needed to synthesize it. The reactants are: [CH3:1][O:2][CH2:3][CH2:4][O:5][C:6]1[CH:11]=[CH:10][C:9](/[CH:12]=[CH:13]/[C:14]([NH:16][S:17]([CH2:20][CH2:21][CH2:22][CH2:23][CH3:24])(=[O:19])=[O:18])=[O:15])=[C:8]([O:25][CH2:26][C:27]2[N:28]=[C:29]([C:33]3[CH:38]=[CH:37][CH:36]=[CH:35][CH:34]=3)[O:30][C:31]=2[CH3:32])[CH:7]=1. (6) Given the product [N:58]1([C:56](=[O:57])[CH2:55][O:36][C:35](=[O:37])[C:34]2[CH:38]=[CH:39][C:31]([NH:30][C:28]([C@H:9]3[C@H:8]([C:4]4[CH:5]=[CH:6][CH:7]=[C:2]([Cl:1])[C:3]=4[F:42])[C@:12]([C:15]4[CH:20]=[CH:19][C:18]([Cl:21])=[CH:17][C:16]=4[F:22])([C:13]#[N:14])[C@H:11]([CH2:23][C:24]([CH3:26])([CH3:27])[CH3:25])[NH:10]3)=[O:29])=[C:32]([O:40][CH3:41])[CH:33]=2)[CH2:63][CH2:62][O:61][CH2:60][CH2:59]1, predict the reactants needed to synthesize it. The reactants are: [Cl:1][C:2]1[C:3]([F:42])=[C:4]([C@@H:8]2[C@:12]([C:15]3[CH:20]=[CH:19][C:18]([Cl:21])=[CH:17][C:16]=3[F:22])([C:13]#[N:14])[C@H:11]([CH2:23][C:24]([CH3:27])([CH3:26])[CH3:25])[NH:10][C@H:9]2[C:28]([NH:30][C:31]2[CH:39]=[CH:38][C:34]([C:35]([OH:37])=[O:36])=[CH:33][C:32]=2[O:40][CH3:41])=[O:29])[CH:5]=[CH:6][CH:7]=1.C(=O)([O-])[O-].[Cs+].[Cs+].CN(C)C=O.Cl[CH2:55][C:56]([N:58]1[CH2:63][CH2:62][O:61][CH2:60][CH2:59]1)=[O:57].